Dataset: HIV replication inhibition screening data with 41,000+ compounds from the AIDS Antiviral Screen. Task: Binary Classification. Given a drug SMILES string, predict its activity (active/inactive) in a high-throughput screening assay against a specified biological target. (1) The molecule is COC(=O)C12CN(C)CC(C(=O)OC)(C1=O)C(c1ccccn1)N(C)C2c1ccccn1. The result is 0 (inactive). (2) The drug is COc1cc(C=CC(=O)CC(=O)C=Cc2ccc(O)cc2)ccc1O. The result is 0 (inactive).